From a dataset of Full USPTO retrosynthesis dataset with 1.9M reactions from patents (1976-2016). Predict the reactants needed to synthesize the given product. (1) Given the product [CH3:18][C:14]([C:6]1[CH:5]=[CH:4][C:3]2[C:2]([CH3:19])([CH3:1])[CH2:11][CH2:10][C:9]([CH3:12])([CH3:13])[C:8]=2[CH:7]=1)([CH3:20])[C:15]([OH:17])=[O:16], predict the reactants needed to synthesize it. The reactants are: [CH3:1][C:2]1([CH3:19])[CH2:11][CH2:10][C:9]([CH3:13])([CH3:12])[C:8]2[CH:7]=[C:6]([CH:14]([CH3:18])[C:15]([OH:17])=[O:16])[CH:5]=[CH:4][C:3]1=2.[CH:20]([N-]C(C)C)(C)C.[Li+].CI. (2) The reactants are: Cl[C:2]1[N:7]=[C:6]([O:8][CH3:9])[CH:5]=[C:4]([CH3:10])[N:3]=1.C(=O)([O-])[O-].[K+].[K+].[NH:17]1[CH2:22][CH2:21][NH:20][CH2:19][CH2:18]1. Given the product [CH3:9][O:8][C:6]1[CH:5]=[C:4]([CH3:10])[N:3]=[C:2]([N:17]2[CH2:22][CH2:21][NH:20][CH2:19][CH2:18]2)[N:7]=1, predict the reactants needed to synthesize it. (3) Given the product [Cl:14][C:15]1[N:16]=[C:17]([S:22][CH2:23][C:24]2[CH:29]=[CH:28][CH:27]=[C:26]([Cl:30])[C:25]=2[F:31])[N:18]=[C:19]([NH:11][S:8]([N:5]2[CH2:6][CH2:7][N:2]([CH3:1])[CH2:3][CH2:4]2)(=[O:10])=[O:9])[CH:20]=1, predict the reactants needed to synthesize it. The reactants are: [CH3:1][N:2]1[CH2:7][CH2:6][N:5]([S:8]([NH2:11])(=[O:10])=[O:9])[CH2:4][CH2:3]1.[H-].[Na+].[Cl:14][C:15]1[CH:20]=[C:19](Cl)[N:18]=[C:17]([S:22][CH2:23][C:24]2[CH:29]=[CH:28][CH:27]=[C:26]([Cl:30])[C:25]=2[F:31])[N:16]=1. (4) Given the product [CH3:31][O:32][CH2:33][CH2:34][NH:35][C:22]([C:19]1[CH:20]=[C:21]2[C:16](=[CH:17][CH:18]=1)[N:15]([CH:25]1[CH2:30][CH2:29][CH2:28][CH2:27][O:26]1)[N:14]=[C:13]2[C:8]1[CH:7]=[CH:6][C:5]2[C:10](=[CH:11][CH:12]=[C:3]([O:2][CH3:1])[CH:4]=2)[CH:9]=1)=[O:24], predict the reactants needed to synthesize it. The reactants are: [CH3:1][O:2][C:3]1[CH:4]=[C:5]2[C:10](=[CH:11][CH:12]=1)[CH:9]=[C:8]([C:13]1[C:21]3[C:16](=[CH:17][CH:18]=[C:19]([C:22]([OH:24])=O)[CH:20]=3)[N:15]([CH:25]3[CH2:30][CH2:29][CH2:28][CH2:27][O:26]3)[N:14]=1)[CH:7]=[CH:6]2.[CH3:31][O:32][CH2:33][CH2:34][NH2:35]. (5) Given the product [CH2:18]([NH:25][C:9](=[O:10])[CH2:8][CH:7]([C:12]1[CH:17]=[CH:16][CH:15]=[CH:14][CH:13]=1)[C:1]1[CH:6]=[CH:5][CH:4]=[CH:3][CH:2]=1)[C:19]1[CH:24]=[CH:23][CH:22]=[CH:21][CH:20]=1, predict the reactants needed to synthesize it. The reactants are: [C:1]1([CH:7]([C:12]2[CH:17]=[CH:16][CH:15]=[CH:14][CH:13]=2)[CH2:8][C:9](Cl)=[O:10])[CH:6]=[CH:5][CH:4]=[CH:3][CH:2]=1.[CH2:18]([NH2:25])[C:19]1[CH:24]=[CH:23][CH:22]=[CH:21][CH:20]=1. (6) Given the product [C:1]1([C:7]2[N:8]=[C:9]([NH:18][C:24](=[O:25])[C:23]3[CH:27]=[CH:28][C:20]([O:36][CH3:37])=[CH:21][CH:22]=3)[S:10][C:11]=2[C:12]2[CH:13]=[CH:14][CH:15]=[CH:16][CH:17]=2)[CH:2]=[CH:3][CH:4]=[CH:5][CH:6]=1, predict the reactants needed to synthesize it. The reactants are: [C:1]1([C:7]2[N:8]=[C:9]([NH2:18])[S:10][C:11]=2[C:12]2[CH:17]=[CH:16][CH:15]=[CH:14][CH:13]=2)[CH:6]=[CH:5][CH:4]=[CH:3][CH:2]=1.C[C:20]1[CH:28]=[CH:27][C:23]([C:24](Cl)=[O:25])=[CH:22][CH:21]=1.C(N(CC)CC)C.[O:36]1CCOC[CH2:37]1.